Dataset: Forward reaction prediction with 1.9M reactions from USPTO patents (1976-2016). Task: Predict the product of the given reaction. (1) Given the reactants Br[C:2]1[C:7]([O:8][CH2:9][CH2:10][O:11][CH3:12])=[CH:6][CH:5]=[CH:4][C:3]=1[CH3:13].CC1(C)C(C)(C)OB(C2[C:23]3[CH:30]=[C:29]([CH2:31][OH:32])[CH:28]=[CH:27][C:24]=3[S:25][CH:26]=2)O1.[C:34]([O-])([O-])=O.[Cs+].[Cs+], predict the reaction product. The product is: [CH3:12][O:11][CH2:10][CH2:9][O:8][C:7]1[C:2]([CH3:34])=[C:3]([C:13]2[C:23]3[CH:30]=[C:29]([CH2:31][OH:32])[CH:28]=[CH:27][C:24]=3[S:25][CH:26]=2)[CH:4]=[CH:5][CH:6]=1. (2) Given the reactants [Cl:1][C:2]1[CH:7]=[CH:6][C:5]([CH2:8][N:9]2[CH2:14][CH2:13][N:12]([C:15]3[CH:19]=[C:18]([CH3:20])[N:17]([CH2:21][C:22]4[CH:27]=[C:26]([Cl:28])[CH:25]=[CH:24][C:23]=4[O:29]CC4C=CC=CC=4)[N:16]=3)[C:11](=[O:37])[CH2:10]2)=[CH:4][CH:3]=1, predict the reaction product. The product is: [Cl:28][C:26]1[CH:25]=[CH:24][C:23]([OH:29])=[C:22]([CH2:21][N:17]2[C:18]([CH3:20])=[CH:19][C:15]([N:12]3[CH2:13][CH2:14][N:9]([CH2:8][C:5]4[CH:6]=[CH:7][C:2]([Cl:1])=[CH:3][CH:4]=4)[CH2:10][C:11]3=[O:37])=[N:16]2)[CH:27]=1.